Dataset: Peptide-MHC class I binding affinity with 185,985 pairs from IEDB/IMGT. Task: Regression. Given a peptide amino acid sequence and an MHC pseudo amino acid sequence, predict their binding affinity value. This is MHC class I binding data. (1) The peptide sequence is MSDLTFSEE. The MHC is HLA-A03:01 with pseudo-sequence HLA-A03:01. The binding affinity (normalized) is 0.0847. (2) The peptide sequence is IAGFIEGGW. The MHC is HLA-B46:01 with pseudo-sequence HLA-B46:01. The binding affinity (normalized) is 0.0847. (3) The peptide sequence is RKRRWRRRW. The MHC is Mamu-B17 with pseudo-sequence Mamu-B17. The binding affinity (normalized) is 0.124.